From a dataset of Forward reaction prediction with 1.9M reactions from USPTO patents (1976-2016). Predict the product of the given reaction. (1) Given the reactants [CH3:1][C:2]1[CH:3]=[CH:4][C:5]([S:8]([NH2:11])(=[O:10])=[O:9])=[CH:6][CH:7]=1.[Br:12]Br, predict the reaction product. The product is: [Br:12][C:7]1[CH:6]=[C:5]([S:8]([NH2:11])(=[O:10])=[O:9])[CH:4]=[CH:3][C:2]=1[CH3:1]. (2) The product is: [F:1][C:2]1[CH:3]=[CH:4][C:5]([CH2:6][N:7]2[C:11]3=[CH:12][N:13]=[C:14]([C:16]([OH:18])=[O:17])[CH:15]=[C:10]3[C:9]([CH2:20][O:21][CH3:22])=[CH:8]2)=[CH:23][CH:24]=1. Given the reactants [F:1][C:2]1[CH:24]=[CH:23][C:5]([CH2:6][N:7]2[C:11]3=[CH:12][N:13]=[C:14]([C:16]([O:18]C)=[O:17])[CH:15]=[C:10]3[C:9]([CH2:20][O:21][CH3:22])=[CH:8]2)=[CH:4][CH:3]=1.O.[OH-].[Li+].O, predict the reaction product. (3) Given the reactants [F:1][C:2]1[CH:9]=[C:8]([OH:10])[C:7]([O:11][CH3:12])=[CH:6][C:3]=1[CH:4]=[O:5].[H-].[Na+].Cl.[CH3:16][N:17]([CH3:32])[S:18]([C:21]1[CH:31]=[CH:30][C:24]2[NH:25][C:26]([CH2:28]Cl)=[N:27][C:23]=2[CH:22]=1)(=[O:20])=[O:19], predict the reaction product. The product is: [CH3:32][N:17]([CH3:16])[S:18]([C:21]1[CH:31]=[CH:30][C:24]2[NH:25][C:26]([CH2:28][O:10][C:8]3[CH:9]=[C:2]([F:1])[C:3]([CH:4]=[O:5])=[CH:6][C:7]=3[O:11][CH3:12])=[N:27][C:23]=2[CH:22]=1)(=[O:19])=[O:20]. (4) Given the reactants [C:1]([O:11]C)(=O)[C:2]1[NH:9][C:7](=[O:8])[NH:6][C:4](=[O:5])[CH:3]=1.C(O)(=O)C1NC(=O)NC(=O)C=1.S(Cl)([Cl:26])=O, predict the reaction product. The product is: [C:1]([Cl:26])(=[O:11])[C:2]1[NH:9][C:7](=[O:8])[NH:6][C:4](=[O:5])[CH:3]=1. (5) The product is: [O:1]([C:3]1[CH:8]=[CH:7][C:6]([C:9]2[N:18]=[C:17]([C:19]([N:28]3[CH2:27][CH2:26][C:25]4[C:30](=[CH:31][CH:32]=[C:33]([O:34][CH3:35])[C:24]=4[OH:23])[CH2:29]3)=[O:20])[C:16]3[C:11](=[CH:12][CH:13]=[CH:14][CH:15]=3)[N:10]=2)=[CH:5][CH:4]=1)[CH3:2]. Given the reactants [O:1]([C:3]1[CH:8]=[CH:7][C:6]([C:9]2[N:18]=[C:17]([C:19](O)=[O:20])[C:16]3[C:11](=[CH:12][CH:13]=[CH:14][CH:15]=3)[N:10]=2)=[CH:5][CH:4]=1)[CH3:2].Cl.[OH:23][C:24]1[C:33]([O:34][CH3:35])=[CH:32][CH:31]=[C:30]2[C:25]=1[CH2:26][CH2:27][NH:28][CH2:29]2, predict the reaction product. (6) Given the reactants Cl[C:2]1[C:11]2[N:10]=[C:9]([CH3:12])[CH:8]=[CH:7][C:6]=2[C:5](B(O)O)=[CH:4][N:3]=1.Br[C:17]1[N:22]=[CH:21][CH:20]=[CH:19][N:18]=1.[NH2:23][C:24]1[N:25]=[C:26]([CH3:29])[S:27][CH:28]=1, predict the reaction product. The product is: [CH3:12][C:9]1[CH:8]=[CH:7][C:6]2[C:11](=[C:2]([NH:23][C:24]3[N:25]=[C:26]([CH3:29])[S:27][CH:28]=3)[N:3]=[CH:4][C:5]=2[C:17]2[N:22]=[CH:21][CH:20]=[CH:19][N:18]=2)[N:10]=1.